From a dataset of Full USPTO retrosynthesis dataset with 1.9M reactions from patents (1976-2016). Predict the reactants needed to synthesize the given product. Given the product [CH:1]([N:4]1[CH2:13][CH2:12][C:11]2[C:6](=[CH:7][CH:8]=[C:9]([C:14]3[N:15]=[N:16][N:17]([C:20]4[CH:21]=[N:22][CH:23]=[CH:24][CH:25]=4)[C:18]=3[CH3:19])[CH:10]=2)[C:5]1=[O:26])([CH3:3])[CH3:2], predict the reactants needed to synthesize it. The reactants are: [CH:1]([N:4]1[CH:13]=[CH:12][C:11]2[C:6](=[CH:7][CH:8]=[C:9]([C:14]3[N:15]=[N:16][N:17]([C:20]4[CH:21]=[N:22][CH:23]=[CH:24][CH:25]=4)[C:18]=3[CH3:19])[CH:10]=2)[C:5]1=[O:26])([CH3:3])[CH3:2].[H][H].